From a dataset of Reaction yield outcomes from USPTO patents with 853,638 reactions. Predict the reaction yield, written as a fraction of the theoretical maximum amount of product (1.0 means a 100% yield; for example, 0.34 means a 34% yield). The reactants are Cl.[NH2:2][C@@H:3]([C:6]1[CH:11]=[CH:10][C:9]([F:12])=[CH:8][CH:7]=1)[CH2:4][OH:5].[OH-].[K+].C1C[O:18][CH2:17]C1.C(=O)(OC(Cl)(Cl)Cl)OC(Cl)(Cl)Cl. The catalyst is O.C(OCC)(=O)C. The product is [F:12][C:9]1[CH:10]=[CH:11][C:6]([C@H:3]2[CH2:4][O:5][C:17](=[O:18])[NH:2]2)=[CH:7][CH:8]=1. The yield is 0.530.